Predict the product of the given reaction. From a dataset of Forward reaction prediction with 1.9M reactions from USPTO patents (1976-2016). (1) Given the reactants [N+:1]([C:4]1[CH:25]=[CH:24][CH:23]=[CH:22][C:5]=1[NH:6][C@@H:7]([C:16]1[CH:21]=[CH:20][CH:19]=[CH:18][CH:17]=1)[CH2:8][C:9]([O:11][C:12]([CH3:15])([CH3:14])[CH3:13])=[O:10])([O-])=O.C([O-])=O.[NH4+], predict the reaction product. The product is: [NH2:1][C:4]1[CH:25]=[CH:24][CH:23]=[CH:22][C:5]=1[NH:6][C@@H:7]([C:16]1[CH:21]=[CH:20][CH:19]=[CH:18][CH:17]=1)[CH2:8][C:9]([O:11][C:12]([CH3:15])([CH3:14])[CH3:13])=[O:10]. (2) Given the reactants [CH3:1][CH:2]1[CH2:7][CH2:6][N:5]([CH:8]2[CH2:13][CH2:12][NH:11][CH2:10][CH2:9]2)[CH2:4][CH2:3]1.[S:14]1[C:18]2[CH:19]=[C:20]([S:23](Cl)(=[O:25])=[O:24])[CH:21]=[CH:22][C:17]=2[N:16]=[CH:15]1, predict the reaction product. The product is: [CH3:1][CH:2]1[CH2:7][CH2:6][N:5]([CH:8]2[CH2:13][CH2:12][N:11]([S:23]([C:20]3[CH:21]=[CH:22][C:17]4[N:16]=[CH:15][S:14][C:18]=4[CH:19]=3)(=[O:24])=[O:25])[CH2:10][CH2:9]2)[CH2:4][CH2:3]1. (3) The product is: [NH:17]1[C:25]2[C:20](=[CH:21][C:22]([NH:26][C:27]3[CH:39]=[CH:38][C:30]([C:31]([OH:33])=[O:32])=[CH:29][CH:28]=3)=[CH:23][CH:24]=2)[CH:19]=[N:18]1. Given the reactants FC(F)(F)C(O)=O.ClCCl.O1CCCCC1[N:17]1[C:25]2[C:20](=[CH:21][C:22]([NH:26][C:27]3[CH:39]=[CH:38][C:30]([C:31]([O:33]C(C)(C)C)=[O:32])=[CH:29][CH:28]=3)=[CH:23][CH:24]=2)[CH:19]=[N:18]1.C(=O)([O-])O.[Na+], predict the reaction product. (4) The product is: [C:33]([NH:1][C:2]1[CH:3]=[C:4]([CH:30]=[CH:31][CH:32]=1)[CH2:5][NH:6][C:7]1[CH:12]=[C:11]([NH:13][C:14]2[CH:15]=[CH:16][C:17]([N:20]3[CH2:25][CH2:24][O:23][CH2:22][CH2:21]3)=[CH:18][CH:19]=2)[N:10]=[CH:9][C:8]=1[CH2:26][C:27]([NH2:29])=[O:28])(=[O:35])[CH3:34]. Given the reactants [NH2:1][C:2]1[CH:3]=[C:4]([CH:30]=[CH:31][CH:32]=1)[CH2:5][NH:6][C:7]1[CH:12]=[C:11]([NH:13][C:14]2[CH:19]=[CH:18][C:17]([N:20]3[CH2:25][CH2:24][O:23][CH2:22][CH2:21]3)=[CH:16][CH:15]=2)[N:10]=[CH:9][C:8]=1[CH2:26][C:27]([NH2:29])=[O:28].[C:33](OC(=O)C)(=[O:35])[CH3:34].O, predict the reaction product. (5) Given the reactants [OH:1][CH2:2][CH:3]1[CH2:7][NH:6][C:5](=[O:8])[CH2:4]1.I[C:10]1[CH:19]=[C:18]2[C:13]([CH:14]=[C:15]([C:21]3[CH:26]=[CH:25][CH:24]=[CH:23][C:22]=3[C:27]([F:30])([F:29])[F:28])[NH:16][C:17]2=[O:20])=[CH:12][CH:11]=1, predict the reaction product. The product is: [OH:1][CH2:2][CH:3]1[CH2:7][N:6]([C:10]2[CH:19]=[C:18]3[C:13]([CH:14]=[C:15]([C:21]4[CH:26]=[CH:25][CH:24]=[CH:23][C:22]=4[C:27]([F:29])([F:28])[F:30])[NH:16][C:17]3=[O:20])=[CH:12][CH:11]=2)[C:5](=[O:8])[CH2:4]1. (6) Given the reactants [Li].[F:2][C:3]([F:22])([F:21])[O:4][C:5]1[CH:6]=[C:7]([C:11]([O-])=[CH:12][C:13](=O)[C:14]([O:16]CC)=[O:15])[CH:8]=[N:9][CH:10]=1.ClC1C=C(C2N(C3C=CC=CN=3)N=C(C(O)=O)C=2)C=C(F)C=1.Cl.[Cl:46][C:47]1[CH:48]=[C:49]([NH:54][NH2:55])[CH:50]=[CH:51][C:52]=1[F:53], predict the reaction product. The product is: [Cl:46][C:47]1[CH:48]=[C:49]([N:54]2[C:11]([C:7]3[CH:8]=[N:9][CH:10]=[C:5]([O:4][C:3]([F:2])([F:21])[F:22])[CH:6]=3)=[CH:12][C:13]([C:14]([OH:16])=[O:15])=[N:55]2)[CH:50]=[CH:51][C:52]=1[F:53]. (7) Given the reactants Br[C:2]1[CH:7]=[CH:6][C:5]([CH:8]2[CH2:13][CH2:12][N:11]([C:14](=[O:16])[CH3:15])[CH2:10][CH2:9]2)=[CH:4][CH:3]=1.[CH3:17][O:18][C:19]([C:21]1[C:29]2[C:24](=[CH:25][C:26]([Cl:38])=[C:27](B3OCC(C)(C)CO3)[CH:28]=2)[NH:23][CH:22]=1)=[O:20].C(=O)([O-])[O-].[K+].[K+], predict the reaction product. The product is: [C:14]([N:11]1[CH2:12][CH2:13][CH:8]([C:5]2[CH:6]=[CH:7][C:2]([C:27]3[CH:28]=[C:29]4[C:24](=[CH:25][C:26]=3[Cl:38])[NH:23][CH:22]=[C:21]4[C:19]([O:18][CH3:17])=[O:20])=[CH:3][CH:4]=2)[CH2:9][CH2:10]1)(=[O:16])[CH3:15].